Dataset: Catalyst prediction with 721,799 reactions and 888 catalyst types from USPTO. Task: Predict which catalyst facilitates the given reaction. (1) Reactant: [OH-].[Li+].[CH2:3]1[C:12]2[C:7](=[CH:8][CH:9]=[CH:10][CH:11]=2)[CH2:6][CH2:5][N:4]1[C:13](=[O:34])[CH2:14][CH2:15][C:16]1[CH:33]=[CH:32][C:19]([O:20][CH2:21][C:22]2[CH:31]=[CH:30][CH:29]=[CH:28][C:23]=2[C:24]([O:26]C)=[O:25])=[CH:18][CH:17]=1. Product: [CH2:3]1[C:12]2[C:7](=[CH:8][CH:9]=[CH:10][CH:11]=2)[CH2:6][CH2:5][N:4]1[C:13](=[O:34])[CH2:14][CH2:15][C:16]1[CH:33]=[CH:32][C:19]([O:20][CH2:21][C:22]2[CH:31]=[CH:30][CH:29]=[CH:28][C:23]=2[C:24]([OH:26])=[O:25])=[CH:18][CH:17]=1. The catalyst class is: 90. (2) Reactant: [C:1]([C:4]1[CH:5]=[CH:6][C:7]([F:15])=[C:8]([N:10]([CH3:14])[C:11](=[O:13])[CH3:12])[CH:9]=1)(=[O:3])[CH3:2].C1(C)C=CC=CC=1. Product: [CH3:8][N:10]([CH3:14])[CH:11]=[CH:2][C:1]([C:4]1[CH:5]=[CH:6][C:7]([F:15])=[C:8]([N:10]([CH3:14])[C:11](=[O:13])[CH3:12])[CH:9]=1)=[O:3]. The catalyst class is: 194. (3) Reactant: [C:1]([C:5]1[N:10]=[C:9]([N:11]([CH3:19])[C:12]2[CH:17]=[CH:16][CH:15]=[CH:14][C:13]=2[CH3:18])[C:8]([C:20]([NH:22][S:23]([C:26]2[CH:31]=[CH:30][CH:29]=[C:28]([N+:32]([O-])=O)[CH:27]=2)(=[O:25])=[O:24])=[O:21])=[CH:7][CH:6]=1)([CH3:4])([CH3:3])[CH3:2]. Product: [NH2:32][C:28]1[CH:27]=[C:26]([S:23]([NH:22][C:20]([C:8]2[C:9]([N:11]([CH3:19])[C:12]3[CH:17]=[CH:16][CH:15]=[CH:14][C:13]=3[CH3:18])=[N:10][C:5]([C:1]([CH3:4])([CH3:3])[CH3:2])=[CH:6][CH:7]=2)=[O:21])(=[O:24])=[O:25])[CH:31]=[CH:30][CH:29]=1. The catalyst class is: 763. (4) Reactant: [NH2:1][C@H:2]([C:7]([OH:9])=[O:8])[CH2:3][CH:4]([CH3:6])[CH3:5].[OH-].[Na+].[CH:12](N)=[O:13]. Product: [CH:12]([NH:1][C@H:2]([C:7]([OH:9])=[O:8])[CH2:3][CH:4]([CH3:6])[CH3:5])=[O:13]. The catalyst class is: 6. (5) Reactant: [C:1]([C:5]1[CH:9]=[C:8]([CH2:10][NH2:11])[N:7]([C:12]2[CH:17]=[CH:16][CH:15]=[C:14]([Cl:18])[CH:13]=2)[N:6]=1)([CH3:4])([CH3:3])[CH3:2].[OH:19][CH2:20][C:21]([C:25]1[CH:30]=[CH:29][C:28]([NH:31][C:32](=O)[O:33]C2C=CC=CC=2)=[CH:27][CH:26]=1)([OH:24])[CH2:22][OH:23]. Product: [C:1]([C:5]1[CH:9]=[C:8]([CH2:10][NH:11][C:32]([NH:31][C:28]2[CH:27]=[CH:26][C:25]([C:21]([OH:24])([CH2:20][OH:19])[CH2:22][OH:23])=[CH:30][CH:29]=2)=[O:33])[N:7]([C:12]2[CH:17]=[CH:16][CH:15]=[C:14]([Cl:18])[CH:13]=2)[N:6]=1)([CH3:4])([CH3:2])[CH3:3]. The catalyst class is: 23. (6) Reactant: [Cl:1][C:2]1[C:10]2[N:9]=[C:8]3[N:11]([C:15]4[CH:16]=[CH:17][C:18]([OH:22])=[N:19][C:20]=4[CH3:21])[CH2:12][CH2:13][CH2:14][N:7]3[C:6]=2[C:5]([CH:23]([O:28][CH:29]([F:31])[F:30])[C:24]([F:27])([F:26])[F:25])=[CH:4][CH:3]=1.[F:32][C:33]([F:46])([F:45])[S:34](O[S:34]([C:33]([F:46])([F:45])[F:32])(=[O:36])=[O:35])(=[O:36])=[O:35]. Product: [F:32][C:33]([F:46])([F:45])[S:34]([O:22][C:18]1[CH:17]=[CH:16][C:15]([N:11]2[C:8]3=[N:9][C:10]4[C:2]([Cl:1])=[CH:3][CH:4]=[C:5]([CH:23]([O:28][CH:29]([F:30])[F:31])[C:24]([F:27])([F:26])[F:25])[C:6]=4[N:7]3[CH2:14][CH2:13][CH2:12]2)=[C:20]([CH3:21])[N:19]=1)(=[O:36])=[O:35]. The catalyst class is: 17. (7) Reactant: [Br:1][C:2]1[CH:3]=[N:4][CH:5]=[C:6]2[C:11]=1[N:10]=[C:9]([C:12]([OH:14])=O)[CH:8]=[CH:7]2.C(N(CC)C(C)C)(C)C.F[P-](F)(F)(F)(F)F.N1(OC(N(C)C)=[N+](C)C)C2N=CC=CC=2N=N1.[CH3:48][O:49][CH2:50][CH2:51][NH2:52]. Product: [Br:1][C:2]1[CH:3]=[N:4][CH:5]=[C:6]2[C:11]=1[N:10]=[C:9]([C:12]([NH:52][CH2:51][CH2:50][O:49][CH3:48])=[O:14])[CH:8]=[CH:7]2. The catalyst class is: 9.